Dataset: hERG Central: cardiac toxicity at 1µM, 10µM, and general inhibition. Task: Predict hERG channel inhibition at various concentrations. (1) The compound is CC(C)Cn1c(N)c(C(=O)COC(=O)C2CC(=O)N(c3ccc4c(c3)OCCO4)C2)c(=O)n(C)c1=O. Results: hERG_inhib (hERG inhibition (general)): blocker. (2) The drug is COCCCNCCCCOc1ccc(Br)cc1C.O=C(O)C(=O)O. Results: hERG_inhib (hERG inhibition (general)): blocker. (3) The compound is CN(Cc1cccs1)C(=O)c1cccc(S(=O)(=O)N2CCCCCC2)c1. Results: hERG_inhib (hERG inhibition (general)): blocker. (4) The compound is O=C(Nc1ccncc1)c1cccc(S(=O)(=O)N2CCOCC2)c1. Results: hERG_inhib (hERG inhibition (general)): blocker. (5) The drug is CCOc1ccc(NC(=O)CN(C)C(=O)C2CCN(c3ncnc4sc(C)c(C)c34)CC2)cc1OCC. Results: hERG_inhib (hERG inhibition (general)): blocker.